This data is from Catalyst prediction with 721,799 reactions and 888 catalyst types from USPTO. The task is: Predict which catalyst facilitates the given reaction. (1) Reactant: [CH3:1][C:2]1[N:11]([C:12]2[CH:17]=[CH:16][CH:15]=[C:14]([N+:18]([O-:20])=[O:19])[CH:13]=2)[C:10](=[O:21])[C:9]2[C:4](=[CH:5][CH:6]=[CH:7][CH:8]=2)[N:3]=1.OC1C=CC(C=CC2[N:40]([C:41]3C=CC=C([N+]([O-])=O)C=3)[C:39](=O)[C:38]3[C:33](=[CH:34]C=CC=3)[N:32]=2)=CC=1.CN1C=CC(C=O)=N1.CC([O-])=O.[Na+]. The catalyst class is: 15. Product: [OH:19][N:18]([OH:20])[C:14]1[CH:13]=[C:12]([N:11]2[C:10](=[O:21])[C:9]3[C:4](=[CH:5][CH:6]=[CH:7][CH:8]=3)[N:3]=[C:2]2/[CH:1]=[CH:34]/[C:33]2[CH:38]=[CH:39][N:40]([CH3:41])[N:32]=2)[CH:17]=[CH:16][CH:15]=1. (2) Reactant: O.[C:2]([O:6][P:7]([O:14][CH2:15][CH2:16][O:17][CH2:18][CH2:19][O:20][CH2:21][CH2:22][NH:23]C(=O)OCC1C=CC=CC=1)([O:9][C:10]([CH3:13])([CH3:12])[CH3:11])=[O:8])([CH3:5])([CH3:4])[CH3:3]. Product: [P:7]([O:6][C:2]([CH3:5])([CH3:4])[CH3:3])([O:9][C:10]([CH3:11])([CH3:13])[CH3:12])([O:14][CH2:15][CH2:16][O:17][CH2:18][CH2:19][O:20][CH2:21][CH2:22][NH2:23])=[O:8]. The catalyst class is: 50.